This data is from Full USPTO retrosynthesis dataset with 1.9M reactions from patents (1976-2016). The task is: Predict the reactants needed to synthesize the given product. (1) Given the product [NH2:18][C:16]1[CH:17]=[C:9]([O:8][CH2:7][CH2:6][CH2:5][S:2]([CH3:1])(=[O:4])=[O:3])[CH:10]=[C:11]2[C:15]=1[NH:14][C:13]([C:21]([O:23][CH2:24][CH3:25])=[O:22])=[CH:12]2, predict the reactants needed to synthesize it. The reactants are: [CH3:1][S:2]([CH2:5][CH2:6][CH2:7][O:8][C:9]1[CH:10]=[C:11]2[C:15](=[C:16]([N+:18]([O-])=O)[CH:17]=1)[NH:14][C:13]([C:21]([O:23][CH2:24][CH3:25])=[O:22])=[CH:12]2)(=[O:4])=[O:3]. (2) Given the product [CH2:19]([N:6]1[CH:7]([CH2:10][O:11][Si:12]([C:15]([CH3:18])([CH3:16])[CH3:17])([CH3:13])[CH3:14])[CH2:8][O:9][C:4]([CH2:1][CH:2]=[O:29])([CH3:27])[C:5]1=[O:26])[C:20]1[CH:21]=[CH:22][CH:23]=[CH:24][CH:25]=1, predict the reactants needed to synthesize it. The reactants are: [CH2:1]([C:4]1([CH3:27])[O:9][CH2:8][CH:7]([CH2:10][O:11][Si:12]([C:15]([CH3:18])([CH3:17])[CH3:16])([CH3:14])[CH3:13])[N:6]([CH2:19][C:20]2[CH:25]=[CH:24][CH:23]=[CH:22][CH:21]=2)[C:5]1=[O:26])[CH:2]=C.I([O-])(=O)(=O)=[O:29].[Na+]. (3) Given the product [C:10]([O:30][C:6](=[O:7])[NH:2][CH2:26][CH2:25][N:20]1[CH2:19][CH:18]2[O:24][CH:22]([CH2:23][N:16]([CH2:9][C:10]3[CH:11]=[CH:12][CH:13]=[CH:14][CH:15]=3)[CH2:17]2)[CH2:21]1)([CH3:15])([CH3:11])[CH3:9], predict the reactants needed to synthesize it. The reactants are: Br[N:2]1[C:6](=[O:7])CCC1=O.[CH2:9]([N:16]1[CH2:23][CH:22]2[O:24][CH:18]([CH2:19][N:20]([CH2:25][CH2:26]C(N)=O)[CH2:21]2)[CH2:17]1)[C:10]1[CH:15]=[CH:14][CH:13]=[CH:12][CH:11]=1.[OH2:30]. (4) The reactants are: [NH:1]1[CH2:5][CH2:4][CH2:3][C:2]1=[O:6].[H-].[Na+].[F:9][C:10]1[CH:11]=[C:12]([N+:17]([O-:19])=[O:18])[CH:13]=[CH:14][C:15]=1F. Given the product [F:9][C:10]1[CH:11]=[C:12]([N+:17]([O-:19])=[O:18])[CH:13]=[CH:14][C:15]=1[N:1]1[CH2:5][CH2:4][CH2:3][C:2]1=[O:6], predict the reactants needed to synthesize it.